This data is from Forward reaction prediction with 1.9M reactions from USPTO patents (1976-2016). The task is: Predict the product of the given reaction. (1) Given the reactants [NH2:1][C:2]1[C:10]([O:11][CH2:12][C:13]2[CH:18]=[CH:17][CH:16]=[CH:15][CH:14]=2)=[CH:9][C:8]([I:19])=[CH:7][C:3]=1[C:4](O)=[O:5].[CH:20]([NH2:22])=O, predict the reaction product. The product is: [CH2:12]([O:11][C:10]1[CH:9]=[C:8]([I:19])[CH:7]=[C:3]2[C:2]=1[N:1]=[CH:20][NH:22][C:4]2=[O:5])[C:13]1[CH:18]=[CH:17][CH:16]=[CH:15][CH:14]=1. (2) Given the reactants [CH3:1][O:2][C:3](=[O:38])[CH:4]([NH:15][C:16](=[O:37])[C:17]1[CH:22]=[CH:21][C:20]([Cl:23])=[CH:19][C:18]=1[NH:24][S:25]([C:28]1[C:33]2=[N:34][S:35][N:36]=[C:32]2[CH:31]=[CH:30][CH:29]=1)(=[O:27])=[O:26])[C:5]([C:7]1[CH:12]=[CH:11][C:10]([Cl:13])=[C:9]([Cl:14])[CH:8]=1)=[O:6].C([BH-](C(CC)C)C(CC)C)(CC)C.[Li+].[OH-].[Na+].OO, predict the reaction product. The product is: [CH3:1][O:2][C:3](=[O:38])[CH:4]([NH:15][C:16](=[O:37])[C:17]1[CH:22]=[CH:21][C:20]([Cl:23])=[CH:19][C:18]=1[NH:24][S:25]([C:28]1[C:33]2=[N:34][S:35][N:36]=[C:32]2[CH:31]=[CH:30][CH:29]=1)(=[O:27])=[O:26])[CH:5]([C:7]1[CH:12]=[CH:11][C:10]([Cl:13])=[C:9]([Cl:14])[CH:8]=1)[OH:6]. (3) Given the reactants C(OC(=O)C)(=O)C.[N:8]1[C:13]([CH3:14])=[CH:12][CH:11]=[CH:10][C:9]=1[CH3:15].[CH:16]([C:18]1[CH:23]=[CH:22][C:21]([C:24]([O:26][CH3:27])=[O:25])=[CH:20][CH:19]=1)=O.[OH-].[Na+], predict the reaction product. The product is: [CH3:14][C:13]1[N:8]=[C:9](/[CH:15]=[CH:16]/[C:18]2[CH:19]=[CH:20][C:21]([C:24]([O:26][CH3:27])=[O:25])=[CH:22][CH:23]=2)[CH:10]=[CH:11][CH:12]=1. (4) Given the reactants [CH2:1]([O:8][C:9]1[CH:10]=[C:11](Br)[C:12]2[C:17]([CH:18]=1)=[CH:16][CH:15]=[CH:14][CH:13]=2)[C:2]1[CH:7]=[CH:6][CH:5]=[CH:4][CH:3]=1.[CH2:20]([O:22][C:23](=[O:38])[CH2:24][Sn](CCCC)(CCCC)CCCC)[CH3:21], predict the reaction product. The product is: [CH2:20]([O:22][C:23](=[O:38])[CH2:24][C:11]1[C:12]2[C:17](=[CH:16][CH:15]=[CH:14][CH:13]=2)[CH:18]=[C:9]([O:8][CH2:1][C:2]2[CH:7]=[CH:6][CH:5]=[CH:4][CH:3]=2)[CH:10]=1)[CH3:21]. (5) Given the reactants [Br:1][C:2]1[CH:7]=[CH:6][C:5]([OH:8])=[C:4]([I:9])[CH:3]=1.Br[CH2:11][C:12](=[O:17])[CH2:13][CH2:14][CH2:15][Cl:16].C([O-])([O-])=O.[K+].[K+], predict the reaction product. The product is: [Br:1][C:2]1[CH:7]=[CH:6][C:5]([O:8][CH2:11][C:12](=[O:17])[CH2:13][CH2:14][CH2:15][Cl:16])=[C:4]([I:9])[CH:3]=1. (6) Given the reactants [Cl:1][C:2]1[CH:3]=[C:4]2[C:9](=[CH:10][C:11]=1[OH:12])[O:8][C:7]([CH3:14])([CH3:13])[CH:6]=[C:5]2[C:15]([F:18])([F:17])[F:16].O[CH2:20][CH2:21][CH2:22][O:23][C:24]1[CH:38]=[CH:37][C:27]([O:28][C:29]([CH3:36])([CH2:34][CH3:35])[C:30]([O:32][CH3:33])=[O:31])=[CH:26][CH:25]=1.C1(P(C2C=CC=CC=2)C2C=CC=CC=2)C=CC=CC=1.N(C(OCC)=O)=NC(OCC)=O, predict the reaction product. The product is: [Cl:1][C:2]1[CH:3]=[C:4]2[C:9](=[CH:10][C:11]=1[O:12][CH2:20][CH2:21][CH2:22][O:23][C:24]1[CH:38]=[CH:37][C:27]([O:28][C:29]([CH3:36])([CH2:34][CH3:35])[C:30]([O:32][CH3:33])=[O:31])=[CH:26][CH:25]=1)[O:8][C:7]([CH3:14])([CH3:13])[CH:6]=[C:5]2[C:15]([F:16])([F:18])[F:17]. (7) Given the reactants [CH2:1]([O:3][C:4]1[C:9]2[CH:10]=[CH:11][O:12][C:8]=2[CH:7]=[CH:6][N:5]=1)[CH3:2].C([Li])CCC.[CH2:18]([Sn:22](Cl)([CH2:27][CH2:28][CH2:29][CH3:30])[CH2:23][CH2:24][CH2:25][CH3:26])[CH2:19][CH2:20][CH3:21], predict the reaction product. The product is: [CH2:1]([O:3][C:4]1[C:9]2[CH:10]=[C:11]([Sn:22]([CH2:23][CH2:24][CH2:25][CH3:26])([CH2:27][CH2:28][CH2:29][CH3:30])[CH2:18][CH2:19][CH2:20][CH3:21])[O:12][C:8]=2[CH:7]=[CH:6][N:5]=1)[CH3:2].